From a dataset of Full USPTO retrosynthesis dataset with 1.9M reactions from patents (1976-2016). Predict the reactants needed to synthesize the given product. (1) Given the product [I:24][C:19]1[N:20]=[CH:21][N:22]([CH3:23])[C:18]=1[C:10]1[S:9][C:5]2[N:6]=[CH:7][N:8]=[C:3]([S:2][CH3:1])[C:4]=2[CH:11]=1, predict the reactants needed to synthesize it. The reactants are: [CH3:1][S:2][C:3]1[C:4]2[CH:11]=[C:10](I)[S:9][C:5]=2[N:6]=[CH:7][N:8]=1.C([Sn](CCCC)(CCCC)[C:18]1[N:22]([CH3:23])[CH:21]=[N:20][C:19]=1[I:24])CCC. (2) Given the product [Br:46][C:8]1[CH:7]=[C:6]([C:9]2[CH:10]=[CH:11][C:12]([C:16]#[N:17])=[N:13][C:14]=2[CH3:15])[CH:5]=[CH:4][C:3]=1[O:2][CH3:1], predict the reactants needed to synthesize it. The reactants are: [CH3:1][O:2][C:3]1[CH:8]=[CH:7][C:6]([C:9]2[CH:10]=[CH:11][C:12]([C:16]#[N:17])=[N:13][C:14]=2[CH3:15])=[CH:5][CH:4]=1.ClC1C=CC(C(F)(F)F)=CC=1[C@H]1N(C(OC(C)(C)C)=O)[C@H](C(OCC)=O)CC1.[Br:46]Br. (3) Given the product [C:17]([O:16][C:14]([N:5]1[CH2:6][CH2:7][C@H:8]([C:9]([OH:11])=[O:10])[C@H:3]([O:2][CH3:1])[CH2:4]1)=[O:15])([CH3:20])([CH3:19])[CH3:18], predict the reactants needed to synthesize it. The reactants are: [CH3:1][O:2][C:3]1[CH2:4][N:5]([C:14]([O:16][C:17]([CH3:20])([CH3:19])[CH3:18])=[O:15])[CH2:6][CH2:7][C:8]=1[C:9]([O:11]CC)=[O:10]. (4) Given the product [CH3:22][S:18]([C:5]1[N:4]=[C:3]([C:10]2[CH:11]=[N:12][CH:13]=[CH:14][CH:15]=2)[C:2]([CH3:1])=[CH:7][N:6]=1)(=[O:20])=[O:17], predict the reactants needed to synthesize it. The reactants are: [CH3:1][C:2]1[C:3]([C:10]2[CH:11]=[N:12][CH:13]=[CH:14][CH:15]=2)=[N:4][C:5](SC)=[N:6][CH:7]=1.O[O:17][S:18]([O-:20])=O.[K+].[CH3:22]O.